From a dataset of Forward reaction prediction with 1.9M reactions from USPTO patents (1976-2016). Predict the product of the given reaction. (1) Given the reactants [C:1]1([CH3:11])[CH:6]=[CH:5]C(S(O)(=O)=O)=CC=1.[NH2:12][CH:13]([C:16]#[N:17])[C:14]#[N:15].C(N(CC)CC)C.C(OC)(OC)(OC)CCC.[CH2:35]([NH2:39])[CH:36]([CH3:38])[CH3:37], predict the reaction product. The product is: [NH2:15][C:14]1[N:39]([CH2:35][CH:36]([CH3:38])[CH3:37])[C:5]([CH2:6][CH2:1][CH3:11])=[N:12][C:13]=1[C:16]#[N:17]. (2) The product is: [N:26]1[CH:31]=[CH:30][CH:29]=[CH:28][C:27]=1[CH2:32][NH:1][CH2:2][C:3]1[CH:4]=[CH:5][C:6]([C:7]([N:9]2[CH2:13][CH2:12][CH2:11][N:10]2[C:14]([O:16][CH2:17][C:18]2[CH:19]=[CH:20][CH:21]=[CH:22][CH:23]=2)=[O:15])=[O:8])=[CH:24][CH:25]=1. Given the reactants [NH2:1][CH2:2][C:3]1[CH:25]=[CH:24][C:6]([C:7]([N:9]2[CH2:13][CH2:12][CH2:11][N:10]2[C:14]([O:16][CH2:17][C:18]2[CH:23]=[CH:22][CH:21]=[CH:20][CH:19]=2)=[O:15])=[O:8])=[CH:5][CH:4]=1.[N:26]1[CH:31]=[CH:30][CH:29]=[CH:28][C:27]=1[CH:32]=O.[BH4-].[Na+], predict the reaction product. (3) Given the reactants Br[CH:2]([CH2:19][CH3:20])[C:3]([NH:5][C:6]1[S:7][C:8]([CH2:11][C:12]2[CH:17]=[CH:16][CH:15]=[CH:14][C:13]=2[Cl:18])=[CH:9][N:10]=1)=[O:4].[NH:21]1[CH2:26][CH2:25][CH2:24][CH2:23][CH2:22]1, predict the reaction product. The product is: [Cl:18][C:13]1[CH:14]=[CH:15][CH:16]=[CH:17][C:12]=1[CH2:11][C:8]1[S:7][C:6]([NH:5][C:3](=[O:4])[CH:2]([N:21]2[CH2:26][CH2:25][CH2:24][CH2:23][CH2:22]2)[CH2:19][CH3:20])=[N:10][CH:9]=1.